This data is from NCI-60 drug combinations with 297,098 pairs across 59 cell lines. The task is: Regression. Given two drug SMILES strings and cell line genomic features, predict the synergy score measuring deviation from expected non-interaction effect. (1) Drug 1: C1=CC(=CC=C1CCC2=CNC3=C2C(=O)NC(=N3)N)C(=O)NC(CCC(=O)O)C(=O)O. Drug 2: C1CN(P(=O)(OC1)NCCCl)CCCl. Cell line: SR. Synergy scores: CSS=58.8, Synergy_ZIP=13.5, Synergy_Bliss=11.5, Synergy_Loewe=-22.0, Synergy_HSA=12.2. (2) Drug 1: C1=NC2=C(N1)C(=S)N=CN2. Drug 2: CN(C(=O)NC(C=O)C(C(C(CO)O)O)O)N=O. Cell line: UO-31. Synergy scores: CSS=17.8, Synergy_ZIP=-5.88, Synergy_Bliss=-1.19, Synergy_Loewe=-20.0, Synergy_HSA=-3.68. (3) Drug 1: CC1=C(C=C(C=C1)NC(=O)C2=CC=C(C=C2)CN3CCN(CC3)C)NC4=NC=CC(=N4)C5=CN=CC=C5. Drug 2: CCN(CC)CCNC(=O)C1=C(NC(=C1C)C=C2C3=C(C=CC(=C3)F)NC2=O)C. Cell line: U251. Synergy scores: CSS=-4.97, Synergy_ZIP=3.09, Synergy_Bliss=0.543, Synergy_Loewe=-6.86, Synergy_HSA=-7.06. (4) Drug 1: C1CCC(CC1)NC(=O)N(CCCl)N=O. Drug 2: CCC(=C(C1=CC=CC=C1)C2=CC=C(C=C2)OCCN(C)C)C3=CC=CC=C3.C(C(=O)O)C(CC(=O)O)(C(=O)O)O. Cell line: LOX IMVI. Synergy scores: CSS=25.7, Synergy_ZIP=-14.5, Synergy_Bliss=-17.5, Synergy_Loewe=-12.5, Synergy_HSA=-11.7. (5) Cell line: SK-MEL-5. Synergy scores: CSS=8.00, Synergy_ZIP=-0.631, Synergy_Bliss=1.25, Synergy_Loewe=-1.55, Synergy_HSA=-1.45. Drug 1: CS(=O)(=O)CCNCC1=CC=C(O1)C2=CC3=C(C=C2)N=CN=C3NC4=CC(=C(C=C4)OCC5=CC(=CC=C5)F)Cl. Drug 2: C(CC(=O)O)C(=O)CN.Cl.